Predict the reactants needed to synthesize the given product. From a dataset of Full USPTO retrosynthesis dataset with 1.9M reactions from patents (1976-2016). (1) The reactants are: [CH3:1][O:2][C:3]1[CH:32]=[CH:31][CH:30]=[CH:29][C:4]=1[C:5]([NH:7][CH:8]([C:10]1[N:15]=[N:14][C:13]([NH:16][C:17]2[CH:22]=[C:21]([O:23][CH3:24])[C:20]([O:25][CH3:26])=[C:19]([O:27][CH3:28])[CH:18]=2)=[N:12][CH:11]=1)[CH3:9])=O.P(Cl)(Cl)(Cl)=O. Given the product [CH3:1][O:2][C:3]1[CH:32]=[CH:31][CH:30]=[CH:29][C:4]=1[C:5]1[N:15]2[C:10]([CH:11]=[N:12][C:13]([NH:16][C:17]3[CH:22]=[C:21]([O:23][CH3:24])[C:20]([O:25][CH3:26])=[C:19]([O:27][CH3:28])[CH:18]=3)=[N:14]2)=[C:8]([CH3:9])[N:7]=1, predict the reactants needed to synthesize it. (2) Given the product [O:34]=[S:33]1(=[O:35])[C:23]2[CH:28]=[CH:27][CH:26]=[CH:25][C:24]=2[S:29](=[O:30])(=[O:31])[N:15]1[C:12]1[CH:11]=[CH:10][C:9]([NH:8][C:1](=[O:2])[O:3][C:4]([CH3:7])([CH3:6])[CH3:5])=[CH:14][CH:13]=1, predict the reactants needed to synthesize it. The reactants are: [C:1]([NH:8][C:9]1[CH:14]=[CH:13][C:12]([NH2:15])=[CH:11][CH:10]=1)([O:3][C:4]([CH3:7])([CH3:6])[CH3:5])=[O:2].CCN(CC)CC.[C:23]1([S:33](Cl)(=[O:35])=[O:34])[C:24]([S:29](Cl)(=[O:31])=[O:30])=[CH:25][CH:26]=[CH:27][CH:28]=1.